From a dataset of Forward reaction prediction with 1.9M reactions from USPTO patents (1976-2016). Predict the product of the given reaction. (1) Given the reactants [I:1][C:2]1[C:7]([OH:8])=[CH:6][CH:5]=[C:4]([S:9]([CH3:12])(=[O:11])=[O:10])[N:3]=1.Br[CH2:14][CH:15]1[CH2:17][CH2:16]1.O, predict the reaction product. The product is: [CH:15]1([CH2:14][O:8][C:7]2[C:2]([I:1])=[N:3][C:4]([S:9]([CH3:12])(=[O:10])=[O:11])=[CH:5][CH:6]=2)[CH2:17][CH2:16]1. (2) Given the reactants [CH3:1][O:2][C:3](=[O:17])[C:4]1[CH:9]=[CH:8][C:7]([CH2:10][CH:11]([CH:15]=[O:16])[CH2:12][CH2:13]Br)=[CH:6][CH:5]=1.Cl.[NH:19]([CH2:21][C:22]([O:24][CH2:25][CH3:26])=[O:23])[CH3:20].C(=O)(O)[O-].[Na+].O, predict the reaction product. The product is: [CH2:25]([O:24][C:22](=[O:23])[CH2:21][N:19]([CH3:20])[CH2:13][CH2:12][CH:11]([CH:15]=[O:16])[CH2:10][C:7]1[CH:8]=[CH:9][C:4]([C:3]([O:2][CH3:1])=[O:17])=[CH:5][CH:6]=1)[CH3:26]. (3) Given the reactants [CH2:1]([NH:8][C:9]([C:11]1[C:12]([Cl:20])=[N:13][C:14]([S:18][CH3:19])=[N:15][C:16]=1Cl)=[O:10])[C:2]1[CH:7]=[CH:6][CH:5]=[CH:4][CH:3]=1.CC([O-])(C)C.[K+].[C:27]([O:31][C:32]([N:34]1[CH2:39][CH2:38][CH:37]([CH2:40][CH2:41][OH:42])[CH2:36][CH2:35]1)=[O:33])([CH3:30])([CH3:29])[CH3:28], predict the reaction product. The product is: [C:27]([O:31][C:32]([N:34]1[CH2:39][CH2:38][CH:37]([CH2:40][CH2:41][O:42][C:16]2[C:11]([C:9](=[O:10])[NH:8][CH2:1][C:2]3[CH:3]=[CH:4][CH:5]=[CH:6][CH:7]=3)=[C:12]([Cl:20])[N:13]=[C:14]([S:18][CH3:19])[N:15]=2)[CH2:36][CH2:35]1)=[O:33])([CH3:30])([CH3:29])[CH3:28]. (4) Given the reactants [C:1]([O:5][C:6]([N:8]1[CH2:13][CH2:12][N:11]([C:14]2[CH:19]=[CH:18][C:17]([NH:20][C:21]3[C:22]4[N:23]([CH:28]=[CH:29][N:30]=4)[CH:24]=[C:25](Br)[N:26]=3)=[CH:16][CH:15]=2)[CH2:10][CH2:9]1)=[O:7])([CH3:4])([CH3:3])[CH3:2].S(O)(O)(=O)=O.[NH2:36][C:37]1[CH:38]=[C:39](B(O)O)[CH:40]=[CH:41][CH:42]=1.NC1C=C(B(O)O)C=CC=1.C(=O)([O-])[O-].[Na+].[Na+].C(COC)OC, predict the reaction product. The product is: [C:1]([O:5][C:6]([N:8]1[CH2:13][CH2:12][N:11]([C:14]2[CH:19]=[CH:18][C:17]([NH:20][C:21]3[C:22]4[N:23]([CH:28]=[CH:29][N:30]=4)[CH:24]=[C:25]([C:41]4[CH:40]=[CH:39][CH:38]=[C:37]([NH2:36])[CH:42]=4)[N:26]=3)=[CH:16][CH:15]=2)[CH2:10][CH2:9]1)=[O:7])([CH3:4])([CH3:3])[CH3:2]. (5) The product is: [OH:1][C:2]1[CH:3]=[C:4]([CH:7]=[CH:8][C:9]=1[O:10][CH2:11][CH2:12][CH3:13])[CH2:5][NH2:6]. Given the reactants [OH:1][C:2]1[CH:3]=[C:4]([CH:7]=[CH:8][C:9]=1[O:10][CH2:11][CH2:12][CH3:13])[C:5]#[N:6].C(OC1C=C(C=C(OCC2C=CC=CC=2)C=1)CN)C1C=CC=CC=1, predict the reaction product. (6) The product is: [CH:2]1([CH2:5][O:6][CH2:7][C:8]2[NH:19][C:17](=[S:18])[NH:16][C:10](=[O:12])[CH:9]=2)[CH2:4][CH2:3]1. Given the reactants [Na].[CH:2]1([CH2:5][O:6][CH2:7][C:8](=O)[CH2:9][C:10]([O:12]CC)=O)[CH2:4][CH2:3]1.[NH2:16][C:17]([NH2:19])=[S:18].Cl, predict the reaction product. (7) The product is: [CH:11]([C:3]1[CH:4]=[C:5]([CH:9]=[C:10]([CH3:12])[C:2]=1[OH:1])[C:6]([OH:8])=[O:7])=[O:22]. Given the reactants [OH:1][C:2]1[CH:10]=[CH:9][C:5]([C:6]([OH:8])=[O:7])=[CH:4][C:3]=1[CH3:11].[CH2:12]1N2CN3CN(C2)CN1C3.[OH2:22], predict the reaction product.